Dataset: Forward reaction prediction with 1.9M reactions from USPTO patents (1976-2016). Task: Predict the product of the given reaction. (1) Given the reactants [N:1]1[CH:6]=[CH:5][CH:4]=[C:3]([CH2:7][C:8]([OH:10])=O)[CH:2]=1.[P:11]([OH:14])([OH:13])[OH:12].P(Cl)(Cl)Cl.C, predict the reaction product. The product is: [CH:5]1[CH:6]=[N:1][CH:2]=[C:3]([CH2:7][C:8]([P:11]([OH:14])([OH:13])=[O:12])([P:11]([OH:14])([OH:13])=[O:12])[OH:10])[CH:4]=1. (2) Given the reactants [NH2:1][C:2]1[CH:11]=[CH:10][CH:9]=[C:8]2[C:3]=1[CH:4]=[CH:5][N:6]=[CH:7]2.Cl[C:13]([O:15][C:16]1[CH:21]=[CH:20][CH:19]=[CH:18][CH:17]=1)=[O:14].N1C=CC=CC=1.O1CCCC1, predict the reaction product. The product is: [CH:7]1[C:8]2[C:3](=[C:2]([NH:1][C:13](=[O:14])[O:15][C:16]3[CH:21]=[CH:20][CH:19]=[CH:18][CH:17]=3)[CH:11]=[CH:10][CH:9]=2)[CH:4]=[CH:5][N:6]=1. (3) Given the reactants [Si]([C:5]#[N:6])(C)(C)C.[NH2:7][C:8]1[CH:13]=[CH:12][C:11]([CH2:14][CH2:15][CH2:16][C:17]#[N:18])=[C:10]([F:19])[CH:9]=1.[CH3:20][C:21]([CH3:23])=O, predict the reaction product. The product is: [C:5]([C:21]([NH:7][C:8]1[CH:13]=[CH:12][C:11]([CH2:14][CH2:15][CH2:16][C:17]#[N:18])=[C:10]([F:19])[CH:9]=1)([CH3:23])[CH3:20])#[N:6]. (4) Given the reactants [C:1]12[C:7](=[CH:8][CH:9]=[CH:10][CH:11]=1)[NH:6][C:5](=[O:12])[O:4][C:2]2=[O:3].O[CH2:14][CH2:15][N:16]1[CH:20]=[CH:19][N:18]=[CH:17]1, predict the reaction product. The product is: [N:16]1([CH2:15][CH2:14][N:6]2[C:7]3[CH:8]=[CH:9][CH:10]=[CH:11][C:1]=3[C:2](=[O:3])[O:4][C:5]2=[O:12])[CH:20]=[CH:19][N:18]=[CH:17]1. (5) Given the reactants [F:1][C:2]1([F:37])[CH2:7][CH2:6][N:5]([C:8]2[S:9][C:10]([C:23]3[CH:28]=[CH:27][C:26]([N:29]4[CH2:34][CH2:33][S:32](=[O:36])(=[O:35])[CH2:31][CH2:30]4)=[CH:25][CH:24]=3)=[C:11]([C@@H:13]3[CH2:18][CH2:17][CH2:16][CH2:15][C@H:14]3[C:19]([O:21]C)=[O:20])[N:12]=2)[CH2:4][CH2:3]1.CO.[OH-].[Na+], predict the reaction product. The product is: [F:37][C:2]1([F:1])[CH2:3][CH2:4][N:5]([C:8]2[S:9][C:10]([C:23]3[CH:28]=[CH:27][C:26]([N:29]4[CH2:34][CH2:33][S:32](=[O:35])(=[O:36])[CH2:31][CH2:30]4)=[CH:25][CH:24]=3)=[C:11]([C@@H:13]3[CH2:18][CH2:17][CH2:16][CH2:15][C@H:14]3[C:19]([OH:21])=[O:20])[N:12]=2)[CH2:6][CH2:7]1. (6) Given the reactants [C:1]([O:7][CH2:8][N:9]1[C:13]2[N:14]=[CH:15][N:16]=[C:17](Cl)[C:12]=2[CH:11]=[CH:10]1)(=[O:6])[C:2]([CH3:5])([CH3:4])[CH3:3].[CH2:19]([O:21][CH:22]([N:24]1[CH:28]=[C:27](B2OC(C)(C)C(C)(C)O2)[CH:26]=[N:25]1)[CH3:23])[CH3:20].C(=O)([O-])[O-].[K+].[K+], predict the reaction product. The product is: [C:1]([O:7][CH2:8][N:9]1[C:13]2[N:14]=[CH:15][N:16]=[C:17]([C:27]3[CH:26]=[N:25][N:24]([CH:22]([O:21][CH2:19][CH3:20])[CH3:23])[CH:28]=3)[C:12]=2[CH:11]=[CH:10]1)(=[O:6])[C:2]([CH3:5])([CH3:4])[CH3:3]. (7) The product is: [NH2:33][C:32]1[C:27]([C:25]2[O:26][C:22]([C:16]([OH:15])([CH3:21])[C:17]([F:20])([F:19])[F:18])=[N:23][N:24]=2)=[N:28][C:29]([O:38][CH3:39])=[C:30]([C:34]([F:35])([F:37])[F:36])[CH:31]=1. Given the reactants FC(F)(F)C(O)=O.C([O:15][C:16]([C:22]1[O:26][C:25]([C:27]2[C:32]([NH2:33])=[CH:31][C:30]([C:34]([F:37])([F:36])[F:35])=[C:29]([O:38][CH3:39])[N:28]=2)=[N:24][N:23]=1)([CH3:21])[C:17]([F:20])([F:19])[F:18])C1C=CC=CC=1.C([O-])=O.[NH4+], predict the reaction product. (8) Given the reactants C([O:8][C:9](=[O:29])[CH2:10][O:11][C:12]1[CH:21]=[CH:20][C:15]([C:16]([O:18][CH3:19])=[O:17])=[C:14]([CH:22]([O:26][CH2:27][CH3:28])[O:23][CH2:24][CH3:25])[CH:13]=1)C1C=CC=CC=1, predict the reaction product. The product is: [CH2:24]([O:23][CH:22]([O:26][CH2:27][CH3:28])[C:14]1[CH:13]=[C:12]([CH:21]=[CH:20][C:15]=1[C:16]([O:18][CH3:19])=[O:17])[O:11][CH2:10][C:9]([OH:29])=[O:8])[CH3:25]. (9) Given the reactants [Cl:1][C:2]1[CH:3]=[CH:4][C:5]([NH:8][C:9]([C:11]2[C:16]([NH:17][C:18](=[O:35])[C:19]3[CH:24]=[CH:23][C:22]([C:25]4([CH3:30])OCC[O:26]4)=[CH:21][C:20]=3[O:31]COC)=[CH:15][CH:14]=[CH:13][N:12]=2)=[O:10])=[N:6][CH:7]=1.C(O)(C(F)(F)F)=O, predict the reaction product. The product is: [C:25]([C:22]1[CH:23]=[CH:24][C:19]([C:18]([NH:17][C:16]2[C:11]([C:9]([NH:8][C:5]3[CH:4]=[CH:3][C:2]([Cl:1])=[CH:7][N:6]=3)=[O:10])=[N:12][CH:13]=[CH:14][CH:15]=2)=[O:35])=[C:20]([OH:31])[CH:21]=1)(=[O:26])[CH3:30]. (10) Given the reactants CCCC[N+](CCCC)(CCCC)CCCC.[F-].C1COCC1.[Si]([O:31][CH2:32][CH2:33][NH:34][C:35]1[CH:44]=[C:43]2[C:38]([CH:39]=[C:40]([C:46]3[CH:51]=[CH:50][CH:49]=[CH:48][C:47]=3[C:52]([F:55])([F:54])[F:53])[NH:41][C:42]2=[O:45])=[CH:37][CH:36]=1)(C(C)(C)C)(C)C.[Cl-].[NH4+], predict the reaction product. The product is: [OH:31][CH2:32][CH2:33][NH:34][C:35]1[CH:44]=[C:43]2[C:38]([CH:39]=[C:40]([C:46]3[CH:51]=[CH:50][CH:49]=[CH:48][C:47]=3[C:52]([F:55])([F:53])[F:54])[NH:41][C:42]2=[O:45])=[CH:37][CH:36]=1.